From a dataset of Reaction yield outcomes from USPTO patents with 853,638 reactions. Predict the reaction yield, written as a fraction of the theoretical maximum amount of product (1.0 means a 100% yield; for example, 0.34 means a 34% yield). (1) The reactants are [C:1]1([CH2:7][O:8][C:9]([N:11]2[CH2:16][CH2:15][CH2:14][CH2:13][C@H:12]2[C:17]([OH:19])=O)=[O:10])[CH:6]=[CH:5][CH:4]=[CH:3][CH:2]=1.C1C=CC2N(O)N=NC=2C=1.[CH3:30][N:31]1CCOC[CH2:32]1.CNC.C1COCC1.CCN=C=NCCCN(C)C.Cl. The catalyst is C(Cl)Cl. The product is [CH3:30][N:31]([CH3:32])[C:17]([C@@H:12]1[CH2:13][CH2:14][CH2:15][CH2:16][N:11]1[C:9]([O:8][CH2:7][C:1]1[CH:6]=[CH:5][CH:4]=[CH:3][CH:2]=1)=[O:10])=[O:19]. The yield is 0.870. (2) The reactants are [CH3:1][O:2][C:3]([C:5]1[CH:10]=[N:9][C:8]([N:11]2[CH2:14][C:13]([F:16])([F:15])[CH2:12]2)=[CH:7][N:6]=1)=[O:4].[Br:17]N1C(=O)CCC1=O.O. The catalyst is C(Cl)(Cl)Cl. The product is [CH3:1][O:2][C:3]([C:5]1[CH:10]=[N:9][C:8]([N:11]2[CH2:14][C:13]([F:16])([F:15])[CH2:12]2)=[C:7]([Br:17])[N:6]=1)=[O:4]. The yield is 0.772. (3) The reactants are [N:1]1([C:6]2[CH:13]=[CH:12][C:9]([CH:10]=O)=[CH:8][CH:7]=2)[CH:5]=[N:4][CH:3]=[N:2]1.[C:14]([O-])([O-])=O.[K+].[K+]. The catalyst is O1CCOCC1.[Br-].C[P+](C1C=CC=CC=1)(C1C=CC=CC=1)C1C=CC=CC=1. The product is [CH:10]([C:9]1[CH:12]=[CH:13][C:6]([N:1]2[CH:5]=[N:4][CH:3]=[N:2]2)=[CH:7][CH:8]=1)=[CH2:14]. The yield is 0.630.